From a dataset of Reaction yield outcomes from USPTO patents with 853,638 reactions. Predict the reaction yield, written as a fraction of the theoretical maximum amount of product (1.0 means a 100% yield; for example, 0.34 means a 34% yield). The reactants are [CH3:1][O:2][C:3]1[CH:4]=[C:5]([NH:11][C:12]2[C:17]([C:18]3[N:23]=[C:22]([CH3:24])[N:21]=[C:20]([N:25](CC4C=CC(OC)=CC=4)CC4C=CC(OC)=CC=4)[N:19]=3)=[CH:16][CH:15]=[CH:14][N:13]=2)[CH:6]=[CH:7][C:8]=1[O:9][CH3:10]. The catalyst is C(O)(C(F)(F)F)=O.CO. The product is [CH3:1][O:2][C:3]1[CH:4]=[C:5]([NH:11][C:12]2[C:17]([C:18]3[N:23]=[C:22]([CH3:24])[N:21]=[C:20]([NH2:25])[N:19]=3)=[CH:16][CH:15]=[CH:14][N:13]=2)[CH:6]=[CH:7][C:8]=1[O:9][CH3:10]. The yield is 0.111.